From a dataset of CYP2C9 inhibition data for predicting drug metabolism from PubChem BioAssay. Regression/Classification. Given a drug SMILES string, predict its absorption, distribution, metabolism, or excretion properties. Task type varies by dataset: regression for continuous measurements (e.g., permeability, clearance, half-life) or binary classification for categorical outcomes (e.g., BBB penetration, CYP inhibition). Dataset: cyp2c9_veith. (1) The molecule is O=C(O)c1c(-c2c3ccc(=O)cc-3oc3cc(O)ccc23)cc2ccccc2c1-c1ccccc1. The result is 0 (non-inhibitor). (2) The compound is CN1CCN(c2ncc3ncc(=O)n(C[C@H]4CCCO4)c3n2)CC1. The result is 0 (non-inhibitor). (3) The molecule is CN(C)S(=O)(=O)c1ccc(NC(=O)N2CCN(c3ccccc3)CC2)cc1. The result is 0 (non-inhibitor). (4) The drug is CCCSc1ccc2nc(NC(=O)OC)[nH]c2c1. The result is 0 (non-inhibitor). (5) The molecule is COc1ccc(C(=O)NC(=S)NC(C)(C)C)cc1Br. The result is 1 (inhibitor). (6) The drug is O=C(O)/C=C\c1cnc[nH]1. The result is 0 (non-inhibitor). (7) The molecule is Cc1ccc2c(c1)C(=O)[C@@]1(O)CCN(c3ccccc3)C1=N2. The result is 1 (inhibitor).